From a dataset of Peptide-MHC class I binding affinity with 185,985 pairs from IEDB/IMGT. Regression. Given a peptide amino acid sequence and an MHC pseudo amino acid sequence, predict their binding affinity value. This is MHC class I binding data. (1) The peptide sequence is YTAVVPLVY. The MHC is HLA-B53:01 with pseudo-sequence HLA-B53:01. The binding affinity (normalized) is 0.106. (2) The peptide sequence is HVIYFTAFT. The MHC is HLA-A03:01 with pseudo-sequence HLA-A03:01. The binding affinity (normalized) is 0.0847. (3) The peptide sequence is LFQLCTFTK. The MHC is HLA-A31:01 with pseudo-sequence HLA-A31:01. The binding affinity (normalized) is 0.413. (4) The peptide sequence is STDTRHIPQ. The MHC is HLA-A02:01 with pseudo-sequence HLA-A02:01. The binding affinity (normalized) is 0.0847. (5) The peptide sequence is AQIGVIGVF. The MHC is HLA-A26:03 with pseudo-sequence HLA-A26:03. The binding affinity (normalized) is 0.0847.